From a dataset of Full USPTO retrosynthesis dataset with 1.9M reactions from patents (1976-2016). Predict the reactants needed to synthesize the given product. Given the product [F:24][C:25]1[CH:26]=[C:27]([CH:30]=[CH:31][CH:32]=1)[CH2:28][N:2]1[CH2:7][CH2:6][CH2:5][CH:4]([C:8]2[CH:9]=[CH:10][C:11]([O:12][C:13]3[CH:21]=[CH:20][C:16]([C:17]([NH2:19])=[O:18])=[CH:15][N:14]=3)=[CH:22][CH:23]=2)[CH2:3]1, predict the reactants needed to synthesize it. The reactants are: Cl.[NH:2]1[CH2:7][CH2:6][CH2:5][CH:4]([C:8]2[CH:23]=[CH:22][C:11]([O:12][C:13]3[CH:21]=[CH:20][C:16]([C:17]([NH2:19])=[O:18])=[CH:15][N:14]=3)=[CH:10][CH:9]=2)[CH2:3]1.[F:24][C:25]1[CH:26]=[C:27]([CH:30]=[CH:31][CH:32]=1)[CH:28]=O.[BH4-].[Na+].